Dataset: Catalyst prediction with 721,799 reactions and 888 catalyst types from USPTO. Task: Predict which catalyst facilitates the given reaction. (1) Reactant: O=S(Cl)Cl.[CH3:5]O.[OH:7][C:8]1[C:9]([N+:17]([O-:19])=[O:18])=[C:10]([CH:14]=[CH:15][CH:16]=1)[C:11]([OH:13])=[O:12]. Product: [OH:7][C:8]1[C:9]([N+:17]([O-:19])=[O:18])=[C:10]([CH:14]=[CH:15][CH:16]=1)[C:11]([O:13][CH3:5])=[O:12]. The catalyst class is: 13. (2) Reactant: [C:1]1(=[O:7])[O:6][C:4](=[O:5])[CH:3]=[CH:2]1.[CH:8]1[CH2:13][CH2:12][CH:11]=[CH:10][CH:9]=1. Product: [C:8]12[CH2:13][CH2:12][CH:11]([CH2:10][CH2:9]1)[CH:2]1[C:1]([O:6][C:4](=[O:5])[C:3]=21)=[O:7]. The catalyst class is: 11. (3) Reactant: [NH2:1][CH:2]([CH2:5][OH:6])[CH2:3][OH:4].[OH-].[K+].[C:9](#[N:12])[CH:10]=[CH2:11]. Product: [NH2:1][CH:2]([CH2:5][O:6][CH2:11][CH2:10][C:9]#[N:12])[CH2:3][O:4][CH2:11][CH2:10][C:9]#[N:12]. The catalyst class is: 12. (4) Reactant: [Cl:1][C:2]1[N:10]=[C:9]2[C:5]([NH:6][CH:7]=[N:8]2)=[C:4](Cl)[N:3]=1.[N:12]1[C:16]2[CH:17]=[CH:18][CH:19]=[CH:20][C:15]=2[NH:14][CH:13]=1. Product: [N:12]1([C:4]2[N:3]=[C:2]([Cl:1])[N:10]=[C:9]3[C:5]=2[N:6]=[CH:7][NH:8]3)[C:16]2[CH:17]=[CH:18][CH:19]=[CH:20][C:15]=2[N:14]=[CH:13]1. The catalyst class is: 51. (5) Reactant: [Cl:1][C:2]1[CH:3]=[C:4](I)[C:5]([NH2:8])=[N:6][CH:7]=1.[Cl:10][C:11]1[CH:16]=[CH:15][C:14]([C:17]#[C:18][CH2:19][CH2:20][C:21]([O:23][CH3:24])=[O:22])=[CH:13][CH:12]=1.C1(P(C2C=CC=CC=2)C2C=CC=CC=2)C=CC=CC=1.[Cl-].[Li+].C(=O)([O-])[O-].[Na+].[Na+]. Product: [Cl:1][C:2]1[CH:3]=[C:4]2[C:18]([CH2:19][CH2:20][C:21]([O:23][CH3:24])=[O:22])=[C:17]([C:14]3[CH:15]=[CH:16][C:11]([Cl:10])=[CH:12][CH:13]=3)[NH:8][C:5]2=[N:6][CH:7]=1. The catalyst class is: 613.